Dataset: Reaction yield outcomes from USPTO patents with 853,638 reactions. Task: Predict the reaction yield, written as a fraction of the theoretical maximum amount of product (1.0 means a 100% yield; for example, 0.34 means a 34% yield). (1) The reactants are Cl[CH2:2][CH2:3][CH2:4][S:5]([N:8]1[CH2:13][CH2:12][CH:11]([C:14]2[C:22]3[C:17](=[C:18]([C:29]([NH2:31])=[O:30])[CH:19]=[C:20]([C:23]4[CH:28]=[CH:27][CH:26]=[CH:25][CH:24]=4)[CH:21]=3)[NH:16][CH:15]=2)[CH2:10][CH2:9]1)(=[O:7])=[O:6].[CH3:32][CH2:33][O-:34].[Na+]. The catalyst is C(O)C. The product is [CH2:33]([O:34][CH2:2][CH2:3][CH2:4][S:5]([N:8]1[CH2:13][CH2:12][CH:11]([C:14]2[C:22]3[C:17](=[C:18]([C:29]([NH2:31])=[O:30])[CH:19]=[C:20]([C:23]4[CH:28]=[CH:27][CH:26]=[CH:25][CH:24]=4)[CH:21]=3)[NH:16][CH:15]=2)[CH2:10][CH2:9]1)(=[O:7])=[O:6])[CH3:32]. The yield is 0.640. (2) The reactants are Br[C:2]1[CH:3]=[CH:4][C:5]2[O:11][CH2:10][CH2:9][N:8]3[CH:12]=[C:13]([C:15]4[N:19]([CH:20]([CH3:22])[CH3:21])[N:18]=[CH:17][N:16]=4)[N:14]=[C:7]3[C:6]=2[CH:23]=1.[N:24]1[CH:29]=[C:28](B(O)O)[CH:27]=[N:26][CH:25]=1.C([O-])([O-])=O.[Cs+].[Cs+].O. The catalyst is O1CCOCC1.C1C=CC(P(C2C=CC=CC=2)[C-]2C=CC=C2)=CC=1.C1C=CC(P(C2C=CC=CC=2)[C-]2C=CC=C2)=CC=1.Cl[Pd]Cl.[Fe+2]. The product is [CH:20]([N:19]1[C:15]([C:13]2[N:14]=[C:7]3[C:6]4[CH:23]=[C:2]([C:28]5[CH:29]=[N:24][CH:25]=[N:26][CH:27]=5)[CH:3]=[CH:4][C:5]=4[O:11][CH2:10][CH2:9][N:8]3[CH:12]=2)=[N:16][CH:17]=[N:18]1)([CH3:22])[CH3:21]. The yield is 0.130. (3) The reactants are Br[C:2]1[CH:7]=[CH:6][C:5]([OH:8])=[CH:4][CH:3]=1.[F:9][C:10]([F:21])([F:20])[C:11]1[CH:16]=[CH:15][C:14](B(O)O)=[CH:13][CH:12]=1.C(=O)([O-])[O-].[K+].[K+]. The catalyst is O.C([O-])(=O)C.[Pd+2].C([O-])(=O)C. The product is [F:9][C:10]([F:21])([F:20])[C:11]1[CH:16]=[CH:15][C:14]([C:2]2[CH:7]=[CH:6][C:5]([OH:8])=[CH:4][CH:3]=2)=[CH:13][CH:12]=1. The yield is 0.870. (4) The reactants are [Cl:1][C:2]1[CH:8]=[CH:7][C:5]([NH2:6])=[CH:4][CH:3]=1.[N+:9]([O-:12])([OH:11])=[O:10].[N:13]#[C:14][NH2:15]. The catalyst is CCO. The product is [N+:9]([O-:12])([OH:11])=[O:10].[Cl:1][C:2]1[CH:8]=[CH:7][C:5]([NH:6][C:14]([NH2:15])=[NH:13])=[CH:4][CH:3]=1. The yield is 0.440. (5) The reactants are Br[C:2]1[S:6][C:5]([CH:7]=[O:8])=[CH:4][C:3]=1[C:9]1[C:10]([F:15])=[N:11][CH:12]=[CH:13][CH:14]=1.N1C=CC=CC=1.O.O.[C:24]1([S:30]([O-:32])=[O:31])[CH:29]=[CH:28][CH:27]=[CH:26][CH:25]=1.[Na+].O. The catalyst is CN(C)C=O. The product is [F:15][C:10]1[C:9]([C:3]2[CH:4]=[C:5]([CH:7]=[O:8])[S:6][C:2]=2[S:30]([C:24]2[CH:29]=[CH:28][CH:27]=[CH:26][CH:25]=2)(=[O:32])=[O:31])=[CH:14][CH:13]=[CH:12][N:11]=1. The yield is 0.830.